Dataset: Catalyst prediction with 721,799 reactions and 888 catalyst types from USPTO. Task: Predict which catalyst facilitates the given reaction. (1) Product: [C:24]([C:8]1[CH:7]=[C:6]2[C:11](=[CH:10][CH:9]=1)[N:12]([CH2:16][C:17]1[CH:22]=[CH:21][CH:20]=[C:19]([F:23])[CH:18]=1)[C:13]1[CH2:14][CH2:15][CH:3]([NH:2][S:36]([CH:33]3[CH2:35][CH2:34]3)(=[O:38])=[O:37])[CH2:4][C:5]2=1)#[N:25]. The catalyst class is: 4. Reactant: Cl.[NH2:2][CH:3]1[CH2:15][CH2:14][C:13]2[N:12]([CH2:16][C:17]3[CH:22]=[CH:21][CH:20]=[C:19]([F:23])[CH:18]=3)[C:11]3[CH:10]=[CH:9][C:8]([C:24]#[N:25])=[CH:7][C:6]=3[C:5]=2[CH2:4]1.C(N(CC)CC)C.[CH:33]1([S:36](Cl)(=[O:38])=[O:37])[CH2:35][CH2:34]1. (2) Reactant: [OH:1][C:2]1[N:3]=[CH:4][C:5]2[C:10]([CH:11]=1)=[CH:9][CH:8]=[CH:7][CH:6]=2.[Br:12][C:13]1[C:14]([O:23][CH3:24])=[C:15]([O:21][CH3:22])[CH:16]=[C:17]([CH:20]=1)[CH:18]=O.[C:25](#[N:29])[CH2:26][C:27]#[N:28].C1N2CCN(CC2)C1. Product: [NH2:29][C:25]1[O:1][C:2]2[N:3]=[CH:4][C:5]3[C:10]([C:11]=2[CH:18]([C:17]2[CH:16]=[C:15]([O:21][CH3:22])[C:14]([O:23][CH3:24])=[C:13]([Br:12])[CH:20]=2)[C:26]=1[C:27]#[N:28])=[CH:9][CH:8]=[CH:7][CH:6]=3. The catalyst class is: 40.